Predict the reaction yield, written as a fraction of the theoretical maximum amount of product (1.0 means a 100% yield; for example, 0.34 means a 34% yield). From a dataset of Reaction yield outcomes from USPTO patents with 853,638 reactions. (1) The reactants are [CH3:1][C:2]1[C:7]([CH3:8])=[CH:6][CH:5]=[CH:4][C:3]=1[OH:9].[CH2:10]([O:12][C:13](=[O:18])[CH2:14][CH2:15][CH2:16]Br)[CH3:11].[H-].[Li+].O. The catalyst is CS(C)=O. The product is [CH2:10]([O:12][C:13](=[O:18])[CH2:14][CH2:15][CH2:16][O:9][C:3]1[CH:4]=[CH:5][CH:6]=[C:7]([CH3:8])[C:2]=1[CH3:1])[CH3:11]. The yield is 0.940. (2) The reactants are C[O:2][C:3]([C:5]1[N:6]=[CH:7][N:8]([C:10]2[CH:15]=[CH:14][CH:13]=[C:12]([N+:16]([O-:18])=[O:17])[CH:11]=2)[CH:9]=1)=[O:4].[OH-].[Na+]. The catalyst is CO. The product is [N+:16]([C:12]1[CH:11]=[C:10]([N:8]2[CH:9]=[C:5]([C:3]([OH:4])=[O:2])[N:6]=[CH:7]2)[CH:15]=[CH:14][CH:13]=1)([O-:18])=[O:17]. The yield is 0.860. (3) The reactants are [CH3:1][C:2]1[CH:3]=[C:4]([CH:7]=[C:8]([CH3:11])[C:9]=1[OH:10])[CH:5]=O.C([O-])(=O)C.[NH4+].[N+:17]([CH3:20])([O-:19])=[O:18]. No catalyst specified. The product is [CH3:1][C:2]1[CH:3]=[C:4]([CH:5]=[CH:20][N+:17]([O-:19])=[O:18])[CH:7]=[C:8]([CH3:11])[C:9]=1[OH:10]. The yield is 0.940. (4) The reactants are [CH3:1][O-:2].[Na+].Cl[C:5]1[C:10]([C:11]([O:13][CH3:14])=[O:12])=[CH:9][N:8]=[C:7]([Cl:15])[CH:6]=1. The catalyst is C1COCC1. The product is [Cl:15][C:7]1[CH:6]=[C:5]([O:2][CH3:1])[C:10]([C:11]([O:13][CH3:14])=[O:12])=[CH:9][N:8]=1. The yield is 0.560. (5) The reactants are [C:1]([O:5][C:6]([NH:8][C:9]1[S:17][C:16]2[C:11](=[N:12][C:13]([CH3:18])=[CH:14][CH:15]=2)[C:10]=1[C:19]([O:21]CC)=[O:20])=[O:7])([CH3:4])([CH3:3])[CH3:2].O[Li].O. The catalyst is C1COCC1.CO.O. The product is [C:1]([O:5][C:6]([NH:8][C:9]1[S:17][C:16]2[C:11](=[N:12][C:13]([CH3:18])=[CH:14][CH:15]=2)[C:10]=1[C:19]([OH:21])=[O:20])=[O:7])([CH3:4])([CH3:2])[CH3:3]. The yield is 0.600. (6) The reactants are [C:1]1([O:7][C:8](=[O:33])[N:9]([C@:11]([C:25]2[CH:30]=[CH:29][C:28]([Cl:31])=[C:27]([Cl:32])[CH:26]=2)([CH2:22][CH:23]=[CH2:24])[CH2:12][N:13]([CH3:21])[C:14](=[O:20])[CH2:15][C:16]([F:19])([F:18])[F:17])[CH3:10])[CH:6]=[CH:5][CH:4]=[CH:3][CH:2]=1.[OH2:34].[OH-].[Na+].OO. The catalyst is O1CCCC1. The product is [C:1]1([O:7][C:8](=[O:33])[N:9]([C@:11]([C:25]2[CH:30]=[CH:29][C:28]([Cl:31])=[C:27]([Cl:32])[CH:26]=2)([CH2:22][CH2:23][CH2:24][OH:34])[CH2:12][N:13]([CH3:21])[C:14](=[O:20])[CH2:15][C:16]([F:19])([F:18])[F:17])[CH3:10])[CH:6]=[CH:5][CH:4]=[CH:3][CH:2]=1. The yield is 0.700.